This data is from Catalyst prediction with 721,799 reactions and 888 catalyst types from USPTO. The task is: Predict which catalyst facilitates the given reaction. (1) Reactant: [C:1]1([S:7]([C:10]2[C@@H:11]([OH:28])[C@@H:12]([OH:27])[C@H:13]([CH3:26])[C@H:14]([O:18][Si:19]([C:22]([CH3:25])([CH3:24])[CH3:23])([CH3:21])[CH3:20])[C@@H:15]([CH3:17])[CH:16]=2)(=[O:9])=[O:8])[CH:6]=[CH:5][CH:4]=[CH:3][CH:2]=1.N1C(C)=CC=CC=1C.[Si:37](OS(C(F)(F)F)(=O)=O)([C:40]([CH3:43])([CH3:42])[CH3:41])([CH3:39])[CH3:38].CO. Product: [C:1]1([S:7]([C:10]2[C@@H:11]([OH:28])[C@@H:12]([O:27][Si:37]([C:40]([CH3:43])([CH3:42])[CH3:41])([CH3:39])[CH3:38])[C@H:13]([CH3:26])[C@H:14]([O:18][Si:19]([C:22]([CH3:23])([CH3:25])[CH3:24])([CH3:20])[CH3:21])[C@@H:15]([CH3:17])[CH:16]=2)(=[O:9])=[O:8])[CH:2]=[CH:3][CH:4]=[CH:5][CH:6]=1. The catalyst class is: 2. (2) Reactant: [C:1]([OH:4])(=[O:3])[CH3:2].[OH:5][C@H:6]1[CH2:30][CH2:29][C@@:28]2([CH3:31])[C@H:8]([CH2:9][CH2:10][C@@H:11]3[C:27]2=[CH:26][CH2:25][C@@:24]2([CH3:32])[C@H:12]3[CH2:13][CH2:14][C@@H:15]2[C@H:16]([CH3:23])[CH2:17][CH2:18][C:19]([O:21][CH3:22])=[O:20])[CH2:7]1. Product: [C:1]([OH:4])(=[O:3])[CH3:2].[OH:5][C@H:6]1[CH2:30][CH2:29][C@@:28]2([CH3:31])[C@H:8]([CH2:9][CH2:10][C@@H:11]3[C:27]2=[CH:26][C:25](=[O:3])[C@@:24]2([CH3:32])[C@H:12]3[CH2:13][CH2:14][C@@H:15]2[C@H:16]([CH3:23])[CH2:17][CH2:18][C:19]([O:21][CH3:22])=[O:20])[CH2:7]1. The catalyst class is: 52. (3) Reactant: [CH2:1]([C:3]1[CH:4]=[CH:5][C:6]([CH:9]=[CH2:10])=[N:7][CH:8]=1)[CH3:2].BrN1C(=[O:17])CCC1=O.C([O-])([O-])=O.[K+].[K+].[OH:25][C:26]1[CH:33]=[CH:32][C:29]([CH:30]=[O:31])=[CH:28][CH:27]=1. Product: [CH2:1]([C:3]1[CH:4]=[CH:5][C:6]([CH:9]([OH:17])[CH2:10][O:25][C:26]2[CH:33]=[CH:32][C:29]([CH:30]=[O:31])=[CH:28][CH:27]=2)=[N:7][CH:8]=1)[CH3:2]. The catalyst class is: 107. (4) Reactant: [C:1]([O:5][C:6]([N:8]1[CH2:13][CH2:12][N:11]([C:14]2[CH:19]=[CH:18][C:17]([N+:20]([O-])=O)=[CH:16][CH:15]=2)[N:10]=[CH:9]1)=[O:7])([CH3:4])([CH3:3])[CH3:2].[H][H]. Product: [C:1]([O:5][C:6]([N:8]1[CH2:13][CH2:12][N:11]([C:14]2[CH:15]=[CH:16][C:17]([NH2:20])=[CH:18][CH:19]=2)[N:10]=[CH:9]1)=[O:7])([CH3:4])([CH3:2])[CH3:3]. The catalyst class is: 19.